From a dataset of Full USPTO retrosynthesis dataset with 1.9M reactions from patents (1976-2016). Predict the reactants needed to synthesize the given product. (1) Given the product [Br:14][CH2:3][C:4](=[O:13])[CH2:5][C:6]1[CH:11]=[CH:10][C:9]([I:12])=[CH:8][CH:7]=1, predict the reactants needed to synthesize it. The reactants are: [N+](=[CH:3][C:4](=[O:13])[CH2:5][C:6]1[CH:11]=[CH:10][C:9]([I:12])=[CH:8][CH:7]=1)=[N-].[BrH:14].C(=O)(O)[O-].[Na+]. (2) Given the product [CH2:1]([O:3][C:4]([C:6]1[CH:14]=[C:13]2[C:9]([C:10]([C:24](=[O:25])[NH:36][CH2:35][C:34]3[CH:37]=[CH:38][C:39]([F:40])=[C:32]([F:31])[CH:33]=3)=[C:11]([CH:21]([CH3:23])[CH3:22])[N:12]2[CH2:15][C:16]2[O:17][CH:18]=[CH:19][N:20]=2)=[CH:8][CH:7]=1)=[O:5])[CH3:2], predict the reactants needed to synthesize it. The reactants are: [CH2:1]([O:3][C:4]([C:6]1[CH:14]=[C:13]2[C:9]([C:10]([C:24](O)=[O:25])=[C:11]([CH:21]([CH3:23])[CH3:22])[N:12]2[CH2:15][C:16]2[O:17][CH:18]=[CH:19][N:20]=2)=[CH:8][CH:7]=1)=[O:5])[CH3:2].C(Cl)CCl.[F:31][C:32]1[CH:33]=[C:34]([CH:37]=[CH:38][C:39]=1[F:40])[CH2:35][NH2:36]. (3) Given the product [Cl:1][C:2]1[N:10]=[C:9]2[C:5]([N:6]=[CH:7][N:8]2[C@@H:11]2[CH2:15][C@H:14]([NH:16][C:17]([C:18]3[O:38][N:39]=[CH:40][CH:19]=3)=[O:20])[C@@H:13]([OH:21])[C@H:12]2[OH:22])=[C:4]([NH:23][CH2:24][CH:25]([C:32]2[CH:33]=[CH:34][CH:35]=[CH:36][CH:37]=2)[C:26]2[CH:27]=[CH:28][CH:29]=[CH:30][CH:31]=2)[N:3]=1, predict the reactants needed to synthesize it. The reactants are: [Cl:1][C:2]1[N:10]=[C:9]2[C:5]([N:6]=[CH:7][N:8]2[C@@H:11]2[CH2:15][C@H:14]([NH:16][C:17](=[O:20])[CH2:18][CH3:19])[C@@H:13]([OH:21])[C@H:12]2[OH:22])=[C:4]([NH:23][CH2:24][CH:25]([C:32]2[CH:37]=[CH:36][CH:35]=[CH:34][CH:33]=2)[C:26]2[CH:31]=[CH:30][CH:29]=[CH:28][CH:27]=2)[N:3]=1.[O:38]1C(C(Cl)=O)=C[CH:40]=[N:39]1. (4) Given the product [O:22]=[C:21]1[C:20]2[C:15](=[CH:16][CH:17]=[CH:18][CH:19]=2)[C:14](=[O:23])[N:13]1[CH2:12][C:6]1[C:5]([CH:24]=[O:28])=[CH:4][C:3]2[C:8](=[CH:9][CH:10]=[CH:11][C:2]=2[F:1])[N:7]=1, predict the reactants needed to synthesize it. The reactants are: [F:1][C:2]1[CH:11]=[CH:10][CH:9]=[C:8]2[C:3]=1[CH:4]=[C:5]([CH:24]=C)[C:6]([CH2:12][N:13]1[C:21](=[O:22])[C:20]3[C:15](=[CH:16][CH:17]=[CH:18][CH:19]=3)[C:14]1=[O:23])=[N:7]2.O.I([O-])(=O)(=O)=[O:28].[Na+]. (5) Given the product [CH3:32][O:31][C:29]([C:25]12[CH2:28][C:22]([C:21]3[CH2:8][C:9]4([CH2:12][N:11]([C:13]([O:15][C:16]([CH3:19])([CH3:18])[CH3:17])=[O:14])[CH2:10]4)[O:34][N:33]=3)([CH2:27][CH2:26]1)[CH2:23][CH2:24]2)=[O:30], predict the reactants needed to synthesize it. The reactants are: C(N(CC)CC)C.[CH2:8]=[C:9]1[CH2:12][N:11]([C:13]([O:15][C:16]([CH3:19])([CH3:18])[CH3:17])=[O:14])[CH2:10]1.Cl/[C:21](=[N:33]\[OH:34])/[C:22]12[CH2:28][C:25]([C:29]([O:31][CH3:32])=[O:30])([CH2:26][CH2:27]1)[CH2:24][CH2:23]2.ClCCl.